Dataset: Full USPTO retrosynthesis dataset with 1.9M reactions from patents (1976-2016). Task: Predict the reactants needed to synthesize the given product. (1) Given the product [Br:1][C:2]1[CH:11]=[CH:10][C:5]([C:17]([OH:16])([CH3:18])[CH3:20])=[C:4]([CH3:12])[CH:3]=1, predict the reactants needed to synthesize it. The reactants are: [Br:1][C:2]1[CH:11]=[CH:10][C:5](C(OC)=O)=[C:4]([CH3:12])[CH:3]=1.[Br-].CC[O:16][CH2:17][CH3:18].O1CCC[CH2:20]1. (2) Given the product [NH2:1][C:2]1[N:3]=[C:4]([N:19]2[CH2:24][CH2:23][N:22]([C:25](=[O:35])[CH2:26][O:27][C:28]3[CH:29]=[CH:30][C:31]([Cl:34])=[CH:32][CH:33]=3)[CH2:21][CH2:20]2)[C:5]2[N:10]=[C:9]([CH:11]([C:12]3[CH:17]=[CH:16][C:15]([Cl:18])=[CH:14][CH:13]=3)[CH3:38])[S:8][C:6]=2[N:7]=1, predict the reactants needed to synthesize it. The reactants are: [NH2:1][C:2]1[N:3]=[C:4]([N:19]2[CH2:24][CH2:23][N:22]([C:25](=[O:35])[CH2:26][O:27][C:28]3[CH:33]=[CH:32][C:31]([Cl:34])=[CH:30][CH:29]=3)[CH2:21][CH2:20]2)[C:5]2[N:10]=[C:9]([CH2:11][C:12]3[CH:17]=[CH:16][C:15]([Cl:18])=[CH:14][CH:13]=3)[S:8][C:6]=2[N:7]=1.[OH-].[Na+].[CH3:38]N(C=O)C.